From a dataset of Full USPTO retrosynthesis dataset with 1.9M reactions from patents (1976-2016). Predict the reactants needed to synthesize the given product. (1) Given the product [Cl:32][C:33]1[N:34]=[CH:35][N:36]=[C:37]([NH:17][CH2:16][C:14]2[CH:13]=[CH:12][C:10]3[N:11]=[C:7]([N:6]4[C@@H:5]5[CH2:18][CH2:19][CH2:20][CH2:21][C@H:4]5[O:3][C:2]4([CH3:22])[CH3:1])[S:8][C:9]=3[CH:15]=2)[C:38]=1[N+:39]([O-:41])=[O:40], predict the reactants needed to synthesize it. The reactants are: [CH3:1][C:2]1([CH3:22])[N:6]([C:7]2[S:8][C:9]3[CH:15]=[C:14]([CH2:16][NH2:17])[CH:13]=[CH:12][C:10]=3[N:11]=2)[C@@H:5]2[CH2:18][CH2:19][CH2:20][CH2:21][C@H:4]2[O:3]1.CCN(C(C)C)C(C)C.[Cl:32][C:33]1[C:38]([N+:39]([O-:41])=[O:40])=[C:37](Cl)[N:36]=[CH:35][N:34]=1. (2) Given the product [Cl:23][C:24]1[CH:31]=[C:30]([N:32]2[CH:6]([CH:1]3[CH2:2][CH2:3][CH2:4][CH2:5]3)[CH:7]3[CH2:8][O:9][C:10]4[CH:11]=[C:12]([C:18]([OH:20])=[O:19])[CH:13]=[CH:14][C:15]=4[C:16]3=[N:33]2)[CH:29]=[CH:28][C:25]=1[C:26]#[N:27], predict the reactants needed to synthesize it. The reactants are: [CH:1]1([CH:6]=[C:7]2[C:16](=O)[C:15]3[C:10](=[CH:11][C:12]([C:18]([O:20]C)=[O:19])=[CH:13][CH:14]=3)[O:9][CH2:8]2)[CH2:5][CH2:4][CH2:3][CH2:2]1.Cl.[Cl:23][C:24]1[CH:31]=[C:30]([NH:32][NH2:33])[CH:29]=[CH:28][C:25]=1[C:26]#[N:27].O1CCCC1.CN(C)C=O. (3) Given the product [Br:1][C:2]1[CH:7]=[C:6]([F:8])[C:5]([Cl:9])=[CH:4][C:3]=1[CH2:10][OH:14], predict the reactants needed to synthesize it. The reactants are: [Br:1][C:2]1[CH:7]=[C:6]([F:8])[C:5]([Cl:9])=[CH:4][C:3]=1[CH2:10]Br.C(O)(=[O:14])C.C([O-])(=O)C.[K+]. (4) Given the product [CH2:14]([O:13][C:11]([N:10]=[S:8]([C:4]1[CH:5]=[CH:6][CH:7]=[C:2]([NH:1][C:21]2[N:20]=[C:19]([O:25][CH3:26])[C:18]([Br:17])=[CH:23][N:22]=2)[CH:3]=1)([CH3:16])=[O:9])=[O:12])[CH3:15], predict the reactants needed to synthesize it. The reactants are: [NH2:1][C:2]1[CH:3]=[C:4]([S:8]([CH3:16])(=[N:10][C:11]([O:13][CH2:14][CH3:15])=[O:12])=[O:9])[CH:5]=[CH:6][CH:7]=1.[Br:17][C:18]1[C:19]([O:25][CH3:26])=[N:20][C:21](Cl)=[N:22][CH:23]=1. (5) Given the product [S:1]1[CH:5]=[CH:4][CH:3]=[C:2]1[C:6]1[CH:13]=[CH:12][C:9](/[CH:10]=[CH:22]/[CH:23]=[O:24])=[CH:8][CH:7]=1, predict the reactants needed to synthesize it. The reactants are: [S:1]1[CH:5]=[CH:4][CH:3]=[C:2]1[C:6]1[CH:13]=[CH:12][C:9]([CH:10]=O)=[CH:8][CH:7]=1.N1(C2C=C[C:22]([CH:23]=[O:24])=CC=2)C=CC=N1. (6) Given the product [NH2:20][C:17]1[CH:18]=[CH:19][C:5]([O:4][CH:1]([CH3:3])[CH3:2])=[C:6]([CH:16]=1)[CH2:7][NH:8][C:9](=[O:15])[O:10][C:11]([CH3:12])([CH3:13])[CH3:14], predict the reactants needed to synthesize it. The reactants are: [CH:1]([O:4][C:5]1[CH:19]=[CH:18][C:17]([N+:20]([O-])=O)=[CH:16][C:6]=1[CH2:7][NH:8][C:9](=[O:15])[O:10][C:11]([CH3:14])([CH3:13])[CH3:12])([CH3:3])[CH3:2]. (7) Given the product [OH:1][C:2]1[C:3]([C:16]([NH:18][CH2:19][C:20]2[CH:25]=[CH:24][N:23]=[CH:22][CH:21]=2)=[O:17])=[CH:4][N:5]([CH2:9][C:10]2[CH:11]=[CH:12][CH:13]=[CH:14][CH:15]=2)[C:6](=[O:8])[C:7]=1[C:68]([NH:67][CH2:66][C:41]([OH:43])=[O:42])=[O:69], predict the reactants needed to synthesize it. The reactants are: [OH:1][C:2]1[C:3]([C:16]([NH:18][CH2:19][C:20]2[CH:25]=[CH:24][N:23]=[CH:22][CH:21]=2)=[O:17])=[CH:4][N:5]([CH2:9][C:10]2[CH:15]=[CH:14][CH:13]=[CH:12][CH:11]=2)[C:6](=[O:8])[CH:7]=1.OC1C([C:41]([OH:43])=[O:42])=CN(CC2C=CC=CC=2)C(=O)C=1.C(Cl)CCl.C1C=CC2N(O)N=NC=2C=1.N1C=CC(CN)=CC=1.[CH3:66][N:67](C)[CH:68]=[O:69]. (8) Given the product [CH3:31][O:1][CH:2]1[CH2:10][C:9]2[C:4](=[CH:5][CH:6]=[C:7]([C:11]([F:14])([F:12])[F:13])[CH:8]=2)[CH:3]1[N:15]1[CH2:20][CH2:19][N:18]([C:21]([O:23][C:24]([CH3:27])([CH3:26])[CH3:25])=[O:22])[CH2:17][C@@H:16]1[CH3:28], predict the reactants needed to synthesize it. The reactants are: [OH:1][CH:2]1[CH2:10][C:9]2[C:4](=[CH:5][CH:6]=[C:7]([C:11]([F:14])([F:13])[F:12])[CH:8]=2)[CH:3]1[N:15]1[CH2:20][CH2:19][N:18]([C:21]([O:23][C:24]([CH3:27])([CH3:26])[CH3:25])=[O:22])[CH2:17][C@@H:16]1[CH3:28].[H-].[Na+].[CH3:31]I. (9) Given the product [Cl:16][C:13]1[CH:14]=[CH:15][C:6]([O:5][CH2:4][C:3]([OH:32])=[O:2])=[C:7]2[C:12]=1[N:11]=[C:10]([CH2:17][CH3:18])[C:9]([CH2:19][C:20]1[CH:21]=[CH:22][C:23]([S:26]([CH3:29])(=[O:27])=[O:28])=[CH:24][CH:25]=1)=[C:8]2[CH2:30][CH3:31], predict the reactants needed to synthesize it. The reactants are: C[O:2][C:3](=[O:32])[CH2:4][O:5][C:6]1[CH:15]=[CH:14][C:13]([Cl:16])=[C:12]2[C:7]=1[C:8]([CH2:30][CH3:31])=[C:9]([CH2:19][C:20]1[CH:25]=[CH:24][C:23]([S:26]([CH3:29])(=[O:28])=[O:27])=[CH:22][CH:21]=1)[C:10]([CH2:17][CH3:18])=[N:11]2.CO.[OH-].[Na+]. (10) Given the product [Cl:10][C:11]1[CH:16]=[CH:15][CH:14]=[CH:13][C:12]=1[CH2:17][CH2:18][C:19]([C:3]1[C:4]([OH:5])=[CH:6][C:7]([OH:8])=[CH:9][C:1]=1[OH:2])=[O:20], predict the reactants needed to synthesize it. The reactants are: [C:1]1([CH:9]=[C:7]([OH:8])[CH:6]=[C:4]([OH:5])[CH:3]=1)[OH:2].[Cl:10][C:11]1[CH:16]=[CH:15][CH:14]=[CH:13][C:12]=1[CH2:17][CH2:18][C:19](O)=[O:20].[Al+3].[Cl-].[Cl-].[Cl-].O=P(Cl)(Cl)Cl.